From a dataset of Experimentally validated miRNA-target interactions with 360,000+ pairs, plus equal number of negative samples. Binary Classification. Given a miRNA mature sequence and a target amino acid sequence, predict their likelihood of interaction. (1) The miRNA is hsa-miR-3668 with sequence AAUGUAGAGAUUGAUCAAAAU. The protein sequence of the target gene is MISSTSVYGLKMQWTPEHAQWPEQHFDITSTTRSPAHKVEAYRGHLQRTYQYAWANDDISALTASNLLKKYAEKYSGILEGPVDRPVLSNYSDTPSGLVNGRKNESEPWQPSLNSEAVYPMNCVPDVITASKAGVSSALPPADVSASIGSSPGVASNLTEPSYSSSTCGSHTVPSLHAGLPSQEYAPGYNGSYLHSTYSSQPAPALPSPHPSPLHSSGLLQPPPPPPPPPALVPGYNGTSNLSSYSYPSASYPPQTAVGSGYSPGGAPPPPSAYLPSGIPAPTPLPPTTVPGYTYQGHGL.... Result: 1 (interaction). (2) The miRNA is hsa-miR-548ah-5p with sequence AAAAGUGAUUGCAGUGUUUG. The protein sequence of the target gene is MNVMLENYKNLVFLAGIAVSKQDPITSLEQEKEPWNMKICEMVDESPAMCSSFTRDLWPEQDIKDSFQQVILRRHGKCEHENLQLRKGSANVVECKVYKKGYELNQCLTTTQSKIFPCDKYIKVFHKIFNSNRHKTRHTGEKPFKCKKCDESFCMLLHLHQHKRIHIRENSYQCEECDKVFKRFSTLTRHKRVHTGEKPFKCEECGKAFKHSSTLTTHKMIHTGEKPYRCEECGKAFYHSSHLTTHKVIHTGEKPFKCEECGKAFNHPSALTTHKFIHVKEKPYKCEECDKAFNRFSYLT.... Result: 1 (interaction). (3) The miRNA is mmu-miR-378a-5p with sequence CUCCUGACUCCAGGUCCUGUGU. The protein sequence of the target gene is MEEIGILVEKAQDEIPALSVSRPQTGLSFLGPEPEDLEDLYSRYKKLQQELEFLEVQEEYIKDEQKNLKKEFLHAQEEVKRIQSIPLVIGQFLEAVDQNTAIVGSTTGSNYYVRILSTIDRELLKPNASVALHKHSNALVDVLPPEADSSIMMLTSDQKPDVMYADIGGMDIQKQEVREAVELPLTHFELYKQIGIDPPRGVLMYGPPGCGKTMLAKAVAHHTTAAFIRVVGSEFVQKYLGEGPRMVRDVFRLAKENAPAIIFIDEIDAIATKRFDAQTGADREVQRILLELLNQMDGFD.... Result: 0 (no interaction). (4) The miRNA is hsa-miR-30b-3p with sequence CUGGGAGGUGGAUGUUUACUUC. The protein sequence of the target gene is MGVNDLWQILEPVKQHIPLRNLGGKTIAVDLSLWVCEAQTVKKMMGSVMKPHLRNLFFRISYLTQMDVKLVFVMEGEPPKLKADVISKRNQSRYGSSGKSWSQKTGRSHFKSVLRECLHMLECLGIPWVQAAGEAEAMCAYLNAGGHVDGCLTNDGDTFLYGAQTVYRNFTMNTKDPHVDCYTMSSIKSKLGLDRDALVGLAILLGCDYLPKGVPGVGKEQALKLIQILKGQSLLQRFNRWNETSCNSSPQLLVTKKLAHCSVCSHPGSPKDHERNGCRLCKSDKYCEPHDYEYCCPCEW.... Result: 1 (interaction). (5) The protein sequence of the target gene is MAVAAMAERGRLSHAAPAPSTEGLPRAFLQSLRTLFDILDDRQRGYVHLREIESRWQGADARELPCGVLEGLRQVAPANGYLTFERFVAGLRTSLLKADGGQRDQARVAARPGDQSSLQQRLMFAPADEPRTVLERKPLPLSACPASGGPSGTSRNPELLCVPVEAASCPTETERPLSKALEQIPSADLGAAACKTLGKGTGEARQAPRARGERRRHTITNGVDCSLLKQMKELDQEQEVLLQGLEMMARGRDWYQQQLQRVQERQRRLSQSRAAADFGAEGSPRPLGRLLPKVQEVARC.... The miRNA is hsa-miR-146b-3p with sequence GCCCUGUGGACUCAGUUCUGGU. Result: 0 (no interaction). (6) The miRNA is hsa-miR-16-5p with sequence UAGCAGCACGUAAAUAUUGGCG. The protein sequence of the target gene is MAAAVRCMGRALIHHQRHSLSKMVYQTSLCSCSVNIRVPNRHFAAATKSAKKTKKGAKEKTPDEKKDEIEKIKAYPYMEGEPEDDVYLKRLYPRQIYEVEKAVHLLKKFQILDFTSPKQSVYLDLTLDMALGKKKNVEPFTSVLSLPYPFASEINKVAVFTENASEVKIAEENGAAFAGGTSLIQKIWDDEIVADFYVAVPEIMPELNRLRKKLNKKYPKLSRNSIGRDIPKMLELFKNGHEIKVDEERENFLQTKIATLDMSSDQIAANLQAVINEVCRHRPLNLGPFVVRAFLRSSTS.... Result: 1 (interaction). (7) The miRNA is hsa-miR-4528 with sequence UCAUUAUAUGUAUGAUCUGGAC. The protein sequence of the target gene is MEASVILPILKKKLAFLSGGKDRRSGLILTIPLCLEQTNMDELSVTLDYLLSIPSEKCKARGFTVIVDGRKSQWNVVKTVVVMLQNVVPAEVSLVCVVKPDEFWDKKVTHFCFWKEKDRLGFEVILVSANKLTRYIEPCQLTEDFGGSLTYDHMDWLNKRLVFEKFTKESTSLLDELALINNGSDKGNQQEKERSVDLNFLPSVDPETVLQTGHELLSELQQRRFNGSDGGVSWSPMDDELLAQPQVMKLLDSLREQYTRYQEVCRQRSKRTQLEEIQQKVMQVVNWLEGPGSEQLRAQW.... Result: 1 (interaction). (8) The miRNA is hsa-miR-185-5p with sequence UGGAGAGAAAGGCAGUUCCUGA. Result: 0 (no interaction). The protein sequence of the target gene is MAAPGAGDPLNAKNGNAPFAQRIDPSREKLTPAQLQFMRQVQLAQWQKTLPQRRTRNIMTGLGIGALVLAIYGYTFYSVAQERFLDELEDEAKAARARALERERASGP.